Task: Predict the product of the given reaction.. Dataset: Forward reaction prediction with 1.9M reactions from USPTO patents (1976-2016) (1) Given the reactants [F:1][C:2]([F:12])([F:11])[C:3]1[CH:4]=[C:5]([CH2:9]O)[CH:6]=[CH:7][CH:8]=1.P(Br)(Br)[Br:14].O, predict the reaction product. The product is: [Br:14][CH2:9][C:5]1[CH:6]=[CH:7][CH:8]=[C:3]([C:2]([F:12])([F:11])[F:1])[CH:4]=1. (2) Given the reactants FC(F)(F)C(O)=O.[CH2:8]1[C:17]2[C:12](=[CH:13][C:14]([CH:18]([NH:20][C:21](=[O:23])[CH3:22])[CH3:19])=[CH:15][CH:16]=2)[CH2:11][CH2:10][NH:9]1.Br[CH2:25][C:26]1[CH:31]=[CH:30][C:29]([O:32][CH2:33][CH:34]2[CH2:36][CH2:35]2)=[C:28]([O:37][C:38]([F:41])([F:40])[F:39])[CH:27]=1.C(=O)([O-])[O-].[Cs+].[Cs+].CN(C=O)C, predict the reaction product. The product is: [CH:34]1([CH2:33][O:32][C:29]2[CH:30]=[CH:31][C:26]([CH2:25][N:9]3[CH2:10][CH2:11][C:12]4[C:17](=[CH:16][CH:15]=[C:14]([CH:18]([NH:20][C:21](=[O:23])[CH3:22])[CH3:19])[CH:13]=4)[CH2:8]3)=[CH:27][C:28]=2[O:37][C:38]([F:39])([F:40])[F:41])[CH2:36][CH2:35]1.